This data is from Peptide-MHC class I binding affinity with 185,985 pairs from IEDB/IMGT. The task is: Regression. Given a peptide amino acid sequence and an MHC pseudo amino acid sequence, predict their binding affinity value. This is MHC class I binding data. (1) The peptide sequence is REFEAQNVP. The MHC is HLA-B35:01 with pseudo-sequence HLA-B35:01. The binding affinity (normalized) is 0.0847. (2) The peptide sequence is LMRTNFLIK. The MHC is HLA-A03:01 with pseudo-sequence HLA-A03:01. The binding affinity (normalized) is 0.400. (3) The MHC is HLA-A02:03 with pseudo-sequence HLA-A02:03. The binding affinity (normalized) is 0. The peptide sequence is VEITPYKPTW. (4) The peptide sequence is EDMLKVWNRV. The MHC is HLA-A32:01 with pseudo-sequence HLA-A32:01. The binding affinity (normalized) is 0.0864.